This data is from Catalyst prediction with 721,799 reactions and 888 catalyst types from USPTO. The task is: Predict which catalyst facilitates the given reaction. Reactant: Cl[C:2]1[N:7]=[C:6]([CH3:8])[N:5]=[C:4]([NH:9][C:10]2[S:11][C:12]([C:15]([NH:17][C:18]3[C:23]([CH3:24])=[CH:22][CH:21]=[CH:20][C:19]=3[Cl:25])=[O:16])=[CH:13][N:14]=2)[CH:3]=1.[N:26]1([CH2:32][CH2:33][CH2:34][NH:35][C:36](=[O:42])[O:37][C:38]([CH3:41])([CH3:40])[CH3:39])[CH2:31][CH2:30][NH:29][CH2:28][CH2:27]1.C(N(C(C)C)C(C)C)C. Product: [Cl:25][C:19]1[CH:20]=[CH:21][CH:22]=[C:23]([CH3:24])[C:18]=1[NH:17][C:15]([C:12]1[S:11][C:10]([NH:9][C:4]2[N:5]=[C:6]([CH3:8])[N:7]=[C:2]([N:29]3[CH2:30][CH2:31][N:26]([CH2:32][CH2:33][CH2:34][NH:35][C:36](=[O:42])[O:37][C:38]([CH3:40])([CH3:39])[CH3:41])[CH2:27][CH2:28]3)[CH:3]=2)=[N:14][CH:13]=1)=[O:16]. The catalyst class is: 12.